This data is from Peptide-MHC class I binding affinity with 185,985 pairs from IEDB/IMGT. The task is: Regression. Given a peptide amino acid sequence and an MHC pseudo amino acid sequence, predict their binding affinity value. This is MHC class I binding data. The peptide sequence is NIFPFFVAF. The MHC is HLA-B08:01 with pseudo-sequence HLA-B08:01. The binding affinity (normalized) is 0.336.